This data is from Reaction yield outcomes from USPTO patents with 853,638 reactions. The task is: Predict the reaction yield, written as a fraction of the theoretical maximum amount of product (1.0 means a 100% yield; for example, 0.34 means a 34% yield). (1) The reactants are Cl[C:2]1[C:7]([CH2:8][C:9]([O:11][CH2:12][CH3:13])=[O:10])=[CH:6][CH:5]=[CH:4][N:3]=1.[C:14](=[S:16])=[S:15].[H-].[Na+].[CH3:19]I. The catalyst is CS(C)=O. The product is [CH2:12]([O:11][C:9]([C:8]1[C:7]2[C:2](=[N:3][CH:4]=[CH:5][CH:6]=2)[S:15][C:14]=1[S:16][CH3:19])=[O:10])[CH3:13]. The yield is 0.780. (2) The reactants are Br[C:2]1[C:11]2[C:6](=[CH:7][CH:8]=[C:9]([S:12]([CH3:15])(=[O:14])=[O:13])[CH:10]=2)[CH:5]=[CH:4][C:3]=1[N:16]([CH2:24][CH:25]=[CH:26][Cl:27])[C:17](=[O:23])[O:18][C:19]([CH3:22])([CH3:21])[CH3:20].CCCC[SnH](CCCC)CCCC.CC(N=NC(C#N)(C)C)(C#N)C. The catalyst is C1C=CC=CC=1. The product is [Cl:27][CH2:26][CH:25]1[C:2]2[C:11]3[CH:10]=[C:9]([S:12]([CH3:15])(=[O:13])=[O:14])[CH:8]=[CH:7][C:6]=3[CH:5]=[CH:4][C:3]=2[N:16]([C:17]([O:18][C:19]([CH3:21])([CH3:22])[CH3:20])=[O:23])[CH2:24]1. The yield is 0.660. (3) The reactants are [CH:1]([N:4]1[C:8]([C:9]2[N:18]=[C:17]3[N:11]([CH2:12][CH2:13][O:14][C:15]4[CH:22]=[C:21](O)[N:20]=[CH:19][C:16]=43)[CH:10]=2)=[N:7][C:6]([CH3:24])=[N:5]1)([CH3:3])[CH3:2].[CH2:25]1[C@@H:29]([C:30]([NH2:32])=[O:31])[NH:28][CH2:27][C@H:26]1[F:33].Cl. No catalyst specified. The product is [F:33][C@@H:26]1[CH2:27][N:28]([C:21]2[N:20]=[CH:19][C:16]3[C:17]4[N:11]([CH:10]=[C:9]([C:8]5[N:4]([CH:1]([CH3:2])[CH3:3])[N:5]=[C:6]([CH3:24])[N:7]=5)[N:18]=4)[CH2:12][CH2:13][O:14][C:15]=3[CH:22]=2)[C@H:29]([C:30]([NH2:32])=[O:31])[CH2:25]1. The yield is 0.420.